Dataset: Reaction yield outcomes from USPTO patents with 853,638 reactions. Task: Predict the reaction yield, written as a fraction of the theoretical maximum amount of product (1.0 means a 100% yield; for example, 0.34 means a 34% yield). The reactants are C([NH:8][C:9]1[C:10]([CH3:28])=[C:11]([CH3:27])[C:12]2[O:16][C:15]([CH3:18])([CH3:17])[CH:14]([C:19]3[CH:24]=[CH:23][C:22]([CH3:25])=[CH:21][CH:20]=3)[C:13]=2[CH:26]=1)C1C=CC=CC=1.Cl. The catalyst is C(O)C.[C].[Pd]. The product is [CH3:17][C:15]1([CH3:18])[CH:14]([C:19]2[CH:20]=[CH:21][C:22]([CH3:25])=[CH:23][CH:24]=2)[C:13]2[CH:26]=[C:9]([NH2:8])[C:10]([CH3:28])=[C:11]([CH3:27])[C:12]=2[O:16]1. The yield is 0.880.